This data is from Forward reaction prediction with 1.9M reactions from USPTO patents (1976-2016). The task is: Predict the product of the given reaction. (1) Given the reactants [CH2:1]([N:3]1[CH2:7][CH2:6][CH2:5][CH:4]1[CH2:8][O:9][C:10]1[CH:11]=[C:12]2[C:17](=[CH:18][CH:19]=1)[CH:16]=[C:15]([C:20]1[C:28]3[C:23](=[CH:24][CH:25]=[C:26]([C:29]#[N:30])[CH:27]=3)[N:22](C3CCCCO3)[N:21]=1)[CH:14]=[CH:13]2)[CH3:2].[OH-].[K+].F[P-](F)(F)(F)(F)F.N1(OC(N(C)C)=[N+](C)C)C2C=[CH:52][CH:53]=[CH:54][C:49]=2N=N1.O.[OH:64]N1C2C=CC=CC=2N=N1.C(N(CC)CC)C.NCC1CC1, predict the reaction product. The product is: [CH:54]1([CH2:49][NH:30][C:29]([C:26]2[CH:27]=[C:28]3[C:23](=[CH:24][CH:25]=2)[NH:22][N:21]=[C:20]3[C:15]2[CH:14]=[CH:13][C:12]3[C:17](=[CH:18][CH:19]=[C:10]([O:9][CH2:8][CH:4]4[CH2:5][CH2:6][CH2:7][N:3]4[CH2:1][CH3:2])[CH:11]=3)[CH:16]=2)=[O:64])[CH2:52][CH2:53]1. (2) Given the reactants Br[C:2]1[CH:3]=[C:4]([NH:9][S:10]([CH3:13])(=[O:12])=[O:11])[CH:5]=[CH:6][C:7]=1[CH3:8].[B:14]1([B:14]2[O:18][C:17]([CH3:20])([CH3:19])[C:16]([CH3:22])([CH3:21])[O:15]2)[O:18][C:17]([CH3:20])([CH3:19])[C:16]([CH3:22])([CH3:21])[O:15]1.C([O-])(=O)C.[K+].N#N, predict the reaction product. The product is: [CH3:8][C:7]1[CH:6]=[CH:5][C:4]([NH:9][S:10]([CH3:13])(=[O:12])=[O:11])=[CH:3][C:2]=1[B:14]1[O:18][C:17]([CH3:20])([CH3:19])[C:16]([CH3:22])([CH3:21])[O:15]1. (3) Given the reactants C[N:2]([CH3:20])[CH:3]=[C:4]([C:10](=[O:19])[C:11]1[CH:16]=[C:15]([I:17])[CH:14]=[CH:13][C:12]=1F)[C:5]([O:7][CH2:8][CH3:9])=[O:6].[CH2:21](N)[CH2:22]C, predict the reaction product. The product is: [I:17][C:15]1[CH:16]=[C:11]2[C:12](=[CH:13][CH:14]=1)[N:2]([CH2:20][CH2:21][CH3:22])[CH:3]=[C:4]([C:5]([O:7][CH2:8][CH3:9])=[O:6])[C:10]2=[O:19]. (4) Given the reactants [OH:1][CH2:2][C@H:3]1[NH:7][C:6](=[O:8])[CH2:5][CH2:4]1.[CH3:9][C:10]1[C:11]([N:17]2[CH2:22][CH2:21][N:20]([C:23]([C:25]3[CH:30]=[CH:29][C:28](I)=[CH:27][CH:26]=3)=[O:24])[CH2:19][CH2:18]2)=[N:12][CH:13]=[C:14]([CH3:16])[CH:15]=1, predict the reaction product. The product is: [CH3:9][C:10]1[C:11]([N:17]2[CH2:18][CH2:19][N:20]([C:23]([C:25]3[CH:30]=[CH:29][C:28]([N:7]4[C@H:3]([CH2:2][OH:1])[CH2:4][CH2:5][C:6]4=[O:8])=[CH:27][CH:26]=3)=[O:24])[CH2:21][CH2:22]2)=[N:12][CH:13]=[C:14]([CH3:16])[CH:15]=1. (5) Given the reactants Cl[C:2]1[C:3]2[N:4]([CH:27]=[C:28]([CH2:30][OH:31])[N:29]=2)[C:5]([C:8]2[CH:9]=[CH:10][C:11]([N:14]3[CH2:19][CH2:18][N:17]([C:20]([O:22][C:23]([CH3:26])([CH3:25])[CH3:24])=[O:21])[CH2:16][CH2:15]3)=[N:12][CH:13]=2)=[CH:6][N:7]=1.CC1(C)C(C)(C)OB([C:40]2[CH:45]=[CH:44][N:43]=[CH:42][CH:41]=2)O1.C([O-])([O-])=O.[Cs+].[Cs+].C(Cl)Cl, predict the reaction product. The product is: [OH:31][CH2:30][C:28]1[N:29]=[C:3]2[C:2]([C:40]3[CH:45]=[CH:44][N:43]=[CH:42][CH:41]=3)=[N:7][CH:6]=[C:5]([C:8]3[CH:9]=[CH:10][C:11]([N:14]4[CH2:15][CH2:16][N:17]([C:20]([O:22][C:23]([CH3:25])([CH3:24])[CH3:26])=[O:21])[CH2:18][CH2:19]4)=[N:12][CH:13]=3)[N:4]2[CH:27]=1.